From a dataset of CYP2C9 inhibition data for predicting drug metabolism from PubChem BioAssay. Regression/Classification. Given a drug SMILES string, predict its absorption, distribution, metabolism, or excretion properties. Task type varies by dataset: regression for continuous measurements (e.g., permeability, clearance, half-life) or binary classification for categorical outcomes (e.g., BBB penetration, CYP inhibition). Dataset: cyp2c9_veith. The drug is CN1CCCC2(CCN(C(=O)c3csnn3)CC2)C1. The result is 0 (non-inhibitor).